Dataset: NCI-60 drug combinations with 297,098 pairs across 59 cell lines. Task: Regression. Given two drug SMILES strings and cell line genomic features, predict the synergy score measuring deviation from expected non-interaction effect. (1) Drug 1: CC12CCC3C(C1CCC2=O)CC(=C)C4=CC(=O)C=CC34C. Drug 2: C(CCl)NC(=O)N(CCCl)N=O. Cell line: SK-OV-3. Synergy scores: CSS=24.7, Synergy_ZIP=1.48, Synergy_Bliss=1.91, Synergy_Loewe=-4.47, Synergy_HSA=0.850. (2) Drug 1: CCCS(=O)(=O)NC1=C(C(=C(C=C1)F)C(=O)C2=CNC3=C2C=C(C=N3)C4=CC=C(C=C4)Cl)F. Drug 2: CCCCC(=O)OCC(=O)C1(CC(C2=C(C1)C(=C3C(=C2O)C(=O)C4=C(C3=O)C=CC=C4OC)O)OC5CC(C(C(O5)C)O)NC(=O)C(F)(F)F)O. Cell line: SK-MEL-2. Synergy scores: CSS=7.97, Synergy_ZIP=6.60, Synergy_Bliss=11.3, Synergy_Loewe=7.13, Synergy_HSA=7.67. (3) Drug 1: CC1=C(C=C(C=C1)C(=O)NC2=CC(=CC(=C2)C(F)(F)F)N3C=C(N=C3)C)NC4=NC=CC(=N4)C5=CN=CC=C5. Drug 2: CC=C1C(=O)NC(C(=O)OC2CC(=O)NC(C(=O)NC(CSSCCC=C2)C(=O)N1)C(C)C)C(C)C. Cell line: SF-268. Synergy scores: CSS=53.9, Synergy_ZIP=5.05, Synergy_Bliss=-2.84, Synergy_Loewe=-79.2, Synergy_HSA=-14.0. (4) Drug 1: CC1C(C(CC(O1)OC2CC(OC(C2O)C)OC3=CC4=CC5=C(C(=O)C(C(C5)C(C(=O)C(C(C)O)O)OC)OC6CC(C(C(O6)C)O)OC7CC(C(C(O7)C)O)OC8CC(C(C(O8)C)O)(C)O)C(=C4C(=C3C)O)O)O)O. Drug 2: CC1C(C(CC(O1)OC2CC(CC3=C2C(=C4C(=C3O)C(=O)C5=C(C4=O)C(=CC=C5)OC)O)(C(=O)CO)O)N)O.Cl. Cell line: CAKI-1. Synergy scores: CSS=46.7, Synergy_ZIP=-2.77, Synergy_Bliss=-0.552, Synergy_Loewe=0.179, Synergy_HSA=2.13. (5) Drug 1: CC1=CC=C(C=C1)C2=CC(=NN2C3=CC=C(C=C3)S(=O)(=O)N)C(F)(F)F. Drug 2: C#CCC(CC1=CN=C2C(=N1)C(=NC(=N2)N)N)C3=CC=C(C=C3)C(=O)NC(CCC(=O)O)C(=O)O. Cell line: DU-145. Synergy scores: CSS=49.7, Synergy_ZIP=15.6, Synergy_Bliss=4.03, Synergy_Loewe=58.7, Synergy_HSA=2.08. (6) Drug 1: CC12CCC3C(C1CCC2O)C(CC4=C3C=CC(=C4)O)CCCCCCCCCS(=O)CCCC(C(F)(F)F)(F)F. Drug 2: CC(C)CN1C=NC2=C1C3=CC=CC=C3N=C2N. Cell line: 786-0. Synergy scores: CSS=-1.05, Synergy_ZIP=-0.473, Synergy_Bliss=-2.04, Synergy_Loewe=-2.39, Synergy_HSA=-2.75. (7) Drug 1: C1=NC(=NC(=O)N1C2C(C(C(O2)CO)O)O)N. Drug 2: C(CC(=O)O)C(=O)CN.Cl. Cell line: K-562. Synergy scores: CSS=50.1, Synergy_ZIP=-0.755, Synergy_Bliss=-0.873, Synergy_Loewe=-50.3, Synergy_HSA=0.329.